This data is from Reaction yield outcomes from USPTO patents with 853,638 reactions. The task is: Predict the reaction yield, written as a fraction of the theoretical maximum amount of product (1.0 means a 100% yield; for example, 0.34 means a 34% yield). (1) The reactants are [Br:1][C:2]1[CH:3]=[C:4]([CH2:10][CH3:11])[C:5](=[O:9])[NH:6][C:7]=1[CH3:8].IC.Cl[CH2:15]Cl. The catalyst is [Al].C(=O)([O-])[O-].[Ag+2]. The product is [Br:1][C:2]1[C:7]([CH3:8])=[N:6][C:5]([O:9][CH3:15])=[C:4]([CH2:10][CH3:11])[CH:3]=1. The yield is 0.999. (2) The reactants are Cl.[NH2:2][C@H:3]([C:6]([NH2:8])=[O:7])[CH2:4][OH:5].[C:9]([O:24][C@H:25]([CH2:30][CH2:31][CH2:32][CH2:33][CH2:34][CH2:35][CH2:36][CH2:37][CH2:38][CH2:39][CH3:40])[CH2:26][C:27](O)=[O:28])(=[O:23])[CH2:10][CH2:11][CH2:12][CH2:13][CH2:14][CH2:15][CH2:16][CH2:17][CH2:18][CH2:19][CH2:20][CH2:21][CH3:22].C(N(CC)CC)C.CCOC1N(C(OCC)=O)C2C(=CC=CC=2)C=C1. The catalyst is C(Cl)Cl. The product is [C:9]([O:24][C@H:25]([CH2:30][CH2:31][CH2:32][CH2:33][CH2:34][CH2:35][CH2:36][CH2:37][CH2:38][CH2:39][CH3:40])[CH2:26][C:27]([NH:8][C:6](=[O:7])[C@H:3]([CH2:4][OH:5])[NH2:2])=[O:28])(=[O:23])[CH2:10][CH2:11][CH2:12][CH2:13][CH2:14][CH2:15][CH2:16][CH2:17][CH2:18][CH2:19][CH2:20][CH2:21][CH3:22]. The yield is 0.710. (3) The reactants are [C:1]([C:4]1[C:9]([C:10]2[CH:15]=[CH:14][CH:13]=[C:12]([Cl:16])[CH:11]=2)=[N:8][N:7]([CH2:17][CH3:18])[C:6](=[O:19])[C:5]=1[N+:20]([O-])=O)(=[O:3])[CH3:2].N[C:24]1[CH:33]=[CH:32][CH:31]=[C:30]2[C:25]=1[CH:26]=[CH:27][N:28]=[CH:29]2. The catalyst is C(O)C. The product is [C:1]([C:4]1[C:9]([C:10]2[CH:15]=[CH:14][CH:13]=[C:12]([Cl:16])[CH:11]=2)=[N:8][N:7]([CH2:17][CH3:18])[C:6](=[O:19])[C:5]=1[NH:20][C:24]1[CH:33]=[CH:32][CH:31]=[C:30]2[C:25]=1[CH:26]=[CH:27][N:28]=[CH:29]2)(=[O:3])[CH3:2]. The yield is 0.215. (4) The product is [CH3:30][S:31]([O:22][CH:19]([C:9]1[N:10]=[C:11]2[CH2:18][CH2:17][CH2:16][CH2:15][N:12]2[C:13](=[O:14])[C:8]=1[CH2:1][C:2]1[CH:7]=[CH:6][CH:5]=[CH:4][CH:3]=1)[CH2:20][CH3:21])(=[O:33])=[O:32]. The reactants are [CH2:1]([C:8]1[C:13](=[O:14])[N:12]2[CH2:15][CH2:16][CH2:17][CH2:18][C:11]2=[N:10][C:9]=1[CH:19]([OH:22])[CH2:20][CH3:21])[C:2]1[CH:7]=[CH:6][CH:5]=[CH:4][CH:3]=1.C(N(CC)CC)C.[CH3:30][S:31](Cl)(=[O:33])=[O:32]. The yield is 1.00. The catalyst is C(Cl)Cl. (5) The reactants are [Br-].[C:2]([CH2:4][P+](C1C=CC=CC=1)(C1C=CC=CC=1)C1C=CC=CC=1)#[N:3].[OH-].[Na+].[Br:26][C:27]1[CH:28]=[C:29]([CH:32]=[CH:33][C:34]=1[F:35])[CH:30]=O. The catalyst is C(Cl)Cl.O. The product is [Br:26][C:27]1[CH:28]=[C:29](/[CH:30]=[CH:4]/[C:2]#[N:3])[CH:32]=[CH:33][C:34]=1[F:35]. The yield is 0.880. (6) The reactants are Br[C:2]1[CH:7]=[CH:6][C:5]([CH2:8][N:9]2[CH2:14][CH2:13][CH2:12][CH:11]([C:15]3[CH:20]=[CH:19][CH:18]=[CH:17][CH:16]=3)[S:10]2(=[O:22])=[O:21])=[C:4]([F:23])[CH:3]=1.C(=O)([O-])[O-].[Cs+].[Cs+].[N:30]1([C:36](=[O:38])[CH3:37])[CH2:35][CH2:34][NH:33][CH2:32][CH2:31]1. The catalyst is CC([O-])=O.CC([O-])=O.[Pd+2].O1CCOCC1. The product is [O:21]=[S:10]1(=[O:22])[CH:11]([C:15]2[CH:20]=[CH:19][CH:18]=[CH:17][CH:16]=2)[CH2:12][CH2:13][CH2:14][N:9]1[CH2:8][C:5]1[CH:6]=[CH:7][C:2]([N:33]2[CH2:34][CH2:35][N:30]([C:36](=[O:38])[CH3:37])[CH2:31][CH2:32]2)=[CH:3][C:4]=1[F:23]. The yield is 0.890. (7) The reactants are [CH3:1][O:2][C:3]1[CH:8]=[CH:7][CH:6]=[C:5]([O:9]C)[C:4]=1[C:11]1[C:19]2[C:14](=[N:15][CH:16]=[C:17]([C:20]3[CH:21]=[C:22]([OH:26])[CH:23]=[CH:24][CH:25]=3)[CH:18]=2)[NH:13][CH:12]=1.BrBr.[OH-].[K+].Cl.[CH3:32][C:33]([OH:35])=O. No catalyst specified. The product is [OH:9][C:5]1[C:4]([C:11]2[C:19]3[C:14](=[N:15][CH:16]=[C:17]([C:20]4[CH:25]=[CH:24][CH:23]=[C:22]([OH:26])[CH:21]=4)[CH:18]=3)[NH:13][CH:12]=2)=[C:3]([O:2][CH3:1])[CH:8]=[CH:7][C:6]=1[C:33](=[O:35])[CH3:32]. The yield is 0.200. (8) The product is [CH3:1][O:2][CH2:3][C:4]1[NH:15][C:14]([NH2:16])=[N:13][N:12]=1. The catalyst is ClC1C=CC(Cl)=CC=1Cl. The yield is 0.750. The reactants are [CH3:1][O:2][CH2:3][C:4](O)=O.S(O)(O)(=O)=O.[NH2:12][NH:13][C:14]([NH2:16])=[NH:15].C(=O)([O-])O.[Na+].